Predict the reactants needed to synthesize the given product. From a dataset of Full USPTO retrosynthesis dataset with 1.9M reactions from patents (1976-2016). (1) Given the product [C:19]([NH:1][C:2]1[CH:3]=[CH:4][C:5](/[CH:8]=[CH:9]/[C:10]([C:12]2[CH:13]=[N:14][CH:15]=[CH:16][CH:17]=2)=[O:11])=[CH:6][CH:7]=1)(=[O:20])[CH3:18], predict the reactants needed to synthesize it. The reactants are: [NH2:1][C:2]1[CH:7]=[CH:6][C:5](/[CH:8]=[CH:9]/[C:10]([C:12]2[CH:13]=[N:14][CH:15]=[CH:16][CH:17]=2)=[O:11])=[CH:4][CH:3]=1.[CH3:18][C:19](OCC1C2C(=CC=CC=2)C(COC(C)=O)=C2C=1C=CC=C2)=[O:20]. (2) The reactants are: [OH:1][C@@H:2]([C@H:4]1[C:34](=[O:35])[N:6]2[C:7]([C:21]([O:23][CH2:24][C:25]3[CH:30]=[CH:29][C:28]([N+:31]([O-:33])=[O:32])=[CH:27][CH:26]=3)=[O:22])=[C:8]([C:11]3[S:15][C:14]4=[C:16]([S:19][CH3:20])[N:17]=[CH:18][N:13]4[CH:12]=3)[C@H:9]([CH3:10])[C@H:5]12)[CH3:3].[CH3:36][O:37][C:38]1[CH:39]=[C:40]([CH:43]=[CH:44][CH:45]=1)[CH2:41]Br.[I-:46].[Na+]. Given the product [I-:46].[OH:1][C@@H:2]([C@H:4]1[C:34](=[O:35])[N:6]2[C:7]([C:21]([O:23][CH2:24][C:25]3[CH:26]=[CH:27][C:28]([N+:31]([O-:33])=[O:32])=[CH:29][CH:30]=3)=[O:22])=[C:8]([C:11]3[S:15][C:14]4=[C:16]([S:19][CH3:20])[N:17]([CH2:41][C:40]5[CH:43]=[CH:44][CH:45]=[C:38]([O:37][CH3:36])[CH:39]=5)[CH:18]=[N+:13]4[CH:12]=3)[C@H:9]([CH3:10])[C@H:5]12)[CH3:3], predict the reactants needed to synthesize it. (3) Given the product [Br:15][C:16]1[CH:17]=[C:18]([Cl:25])[C:19]([CH2:23][N:9]2[CH2:10][CH2:11][CH:7]([N:1]3[CH2:2][CH2:3][CH2:4][CH2:5][CH2:6]3)[C:8]2=[O:12])=[C:20]([Cl:22])[CH:21]=1, predict the reactants needed to synthesize it. The reactants are: [N:1]1([CH:7]2[CH2:11][CH2:10][NH:9][C:8]2=[O:12])[CH2:6][CH2:5][CH2:4][CH2:3][CH2:2]1.[H-].[Na+].[Br:15][C:16]1[CH:17]=[C:18]([Cl:25])[C:19]([CH2:23]Br)=[C:20]([Cl:22])[CH:21]=1. (4) Given the product [ClH:35].[CH3:25][C:26]1[CH:31]=[CH:30][C:29]([S:32]([NH:18][C:11]2[C:12]3[C:17](=[CH:16][CH:15]=[CH:14][CH:13]=3)[C:8]([N:5]3[CH2:6][CH2:7][N:2]([CH3:1])[CH2:3][CH2:4]3)=[CH:9][CH:10]=2)(=[O:34])=[O:33])=[CH:28][CH:27]=1, predict the reactants needed to synthesize it. The reactants are: [CH3:1][N:2]1[CH2:7][CH2:6][N:5]([C:8]2[C:17]3[C:12](=[CH:13][CH:14]=[CH:15][CH:16]=3)[C:11]([NH2:18])=[CH:10][CH:9]=2)[CH2:4][CH2:3]1.N1C=CC=CC=1.[CH3:25][C:26]1[CH:31]=[CH:30][C:29]([S:32]([Cl:35])(=[O:34])=[O:33])=[CH:28][CH:27]=1. (5) Given the product [C:44]([C:2]1[N:10]2[C:5]([C:6]3([CH2:15][CH2:16][N:17]([C:20]([O:22][C:23]([CH3:25])([CH3:26])[CH3:24])=[O:21])[CH2:18][CH2:19]3)[O:7][C:8]3[CH:14]=[CH:13][CH:12]=[CH:11][C:9]=32)=[CH:4][CH:3]=1)(=[O:46])[CH3:45], predict the reactants needed to synthesize it. The reactants are: Br[C:2]1[N:10]2[C:5]([C:6]3([CH2:19][CH2:18][N:17]([C:20]([O:22][C:23]([CH3:26])([CH3:25])[CH3:24])=[O:21])[CH2:16][CH2:15]3)[O:7][C:8]3[CH:14]=[CH:13][CH:12]=[CH:11][C:9]=32)=[CH:4][CH:3]=1.C(Cl)(Cl)Cl.C(P(C(C)(C)C)C(C)(C)C)(C)(C)C.[CH:44]([O:46]CCCC)=[CH2:45].C1(N(C)C2CCCCC2)CCCCC1.Cl. (6) Given the product [CH3:2][N:3]([CH3:19])[C:4]([C:6]1[CH:11]=[CH:10][C:9]([N+:12]([O-:14])=[O:13])=[CH:8][C:7]=1[S:15]([NH2:1])(=[O:17])=[O:16])=[O:5], predict the reactants needed to synthesize it. The reactants are: [NH3:1].[CH3:2][N:3]([CH3:19])[C:4]([C:6]1[CH:11]=[CH:10][C:9]([N+:12]([O-:14])=[O:13])=[CH:8][C:7]=1[S:15](Cl)(=[O:17])=[O:16])=[O:5]. (7) Given the product [F:13][C:14]([F:27])([F:26])[S:15]([O:1][C:2]1[CH:11]=[CH:10][C:9]2[C:8](=[O:12])[CH2:7][CH2:6][CH2:5][C:4]=2[CH:3]=1)(=[O:17])=[O:16], predict the reactants needed to synthesize it. The reactants are: [OH:1][C:2]1[CH:3]=[C:4]2[C:9](=[CH:10][CH:11]=1)[C:8](=[O:12])[CH2:7][CH2:6][CH2:5]2.[F:13][C:14]([F:27])([F:26])[S:15](O[S:15]([C:14]([F:27])([F:26])[F:13])(=[O:17])=[O:16])(=[O:17])=[O:16].